Predict which catalyst facilitates the given reaction. From a dataset of Catalyst prediction with 721,799 reactions and 888 catalyst types from USPTO. (1) Reactant: Cl.[CH:2]1([NH:8][NH2:9])[CH2:7][CH2:6][CH2:5][CH2:4][CH2:3]1.[C:10](OC)(=[O:15])[CH2:11][C:12]([CH3:14])=O.[OH-].[Na+]. Product: [CH:2]1([N:8]2[C:10](=[O:15])[CH2:11][C:12]([CH3:14])=[N:9]2)[CH2:7][CH2:6][CH2:5][CH2:4][CH2:3]1. The catalyst class is: 4. (2) Product: [F:37][C:35]1[CH:34]=[C:4]([CH:3]=[C:2]([F:1])[CH:36]=1)[CH2:5][C@H:6]1[C@@H:10]([C@H:11]2[CH2:15][C@H:14]([OH:16])[CH2:13][N:12]2[CH:20]([C:21]2[CH:22]=[CH:23][CH:24]=[CH:25][CH:26]=2)[C:27]2[CH:32]=[CH:31][CH:30]=[CH:29][CH:28]=2)[O:9][C:8](=[O:33])[NH:7]1. Reactant: [F:1][C:2]1[CH:3]=[C:4]([CH:34]=[C:35]([F:37])[CH:36]=1)[CH2:5][C@H:6]1[C@@H:10]([C@H:11]2[CH2:15][C@@H:14]([O:16]CC=C)[CH2:13][N:12]2[CH:20]([C:27]2[CH:32]=[CH:31][CH:30]=[CH:29][CH:28]=2)[C:21]2[CH:26]=[CH:25][CH:24]=[CH:23][CH:22]=2)[O:9][C:8](=[O:33])[NH:7]1.OCC1COCCN1C(OC(C)(C)C)=O.C(OC(N1CCOCC1C(O)=O)=O)(C)(C)C.CCN(C(C)C)C(C)C.ClCCOC=O.[BH4-].[Na+]. The catalyst class is: 36. (3) Reactant: Br[C:2]1[CH:3]=[C:4]2[C:8](=[CH:9][CH:10]=1)[N:7]([CH3:11])[N:6]=[CH:5]2.C([Li])CCC.[C:17](OCC)(=[O:23])[C:18]([O:20][CH2:21][CH3:22])=[O:19]. Product: [CH3:11][N:7]1[C:8]2[C:4](=[CH:3][C:2]([C:17](=[O:23])[C:18]([O:20][CH2:21][CH3:22])=[O:19])=[CH:10][CH:9]=2)[CH:5]=[N:6]1. The catalyst class is: 1. (4) Reactant: O1[C:5]2([CH2:10][CH2:9][CH:8]([N:11]3[CH2:15][CH2:14][CH2:13][C:12]3=[O:16])[CH2:7][CH2:6]2)[O:4]CC1.Cl. Product: [O:4]=[C:5]1[CH2:6][CH2:7][CH:8]([N:11]2[CH2:15][CH2:14][CH2:13][C:12]2=[O:16])[CH2:9][CH2:10]1. The catalyst class is: 10. (5) The catalyst class is: 18. Product: [F:10][C:4]1[CH:5]=[N:6][CH:7]=[C:8]([F:9])[C:3]=1[CH2:2][O:17][C:18]1[C:19]2[N:20]([C:24]([C:28]([O:30][CH2:31][CH3:32])=[O:29])=[C:25]([CH3:27])[N:26]=2)[CH:21]=[CH:22][CH:23]=1. Reactant: Cl[CH2:2][C:3]1[C:8]([F:9])=[CH:7][N:6]=[CH:5][C:4]=1[F:10].C(=O)([O-])[O-].[Cs+].[Cs+].[OH:17][C:18]1[C:19]2[N:20]([C:24]([C:28]([O:30][CH2:31][CH3:32])=[O:29])=[C:25]([CH3:27])[N:26]=2)[CH:21]=[CH:22][CH:23]=1. (6) Reactant: [CH3:1][N:2]1[CH:6]=[C:5](B2OC(C)(C)C(C)(C)O2)[CH:4]=[N:3]1.I[C:17]1[CH:22]=[CH:21][C:20]([C:23]2[S:27][C:26]([NH2:28])=[N:25][N:24]=2)=[C:19]([O:29][CH3:30])[CH:18]=1.C([O-])([O-])=O.[Na+].[Na+]. Product: [CH3:30][O:29][C:19]1[CH:18]=[C:17]([C:5]2[CH:4]=[N:3][N:2]([CH3:1])[CH:6]=2)[CH:22]=[CH:21][C:20]=1[C:23]1[S:27][C:26]([NH2:28])=[N:25][N:24]=1. The catalyst class is: 70. (7) Reactant: [Br:1][C:2]1[CH:3]=[CH:4][C:5]2[CH2:11][NH:10][C:9](=O)[CH2:8][CH2:7][C:6]=2[CH:13]=1.CSC.B. Product: [Br:1][C:2]1[CH:3]=[CH:4][C:5]2[CH2:11][NH:10][CH2:9][CH2:8][CH2:7][C:6]=2[CH:13]=1. The catalyst class is: 57.